Dataset: Merck oncology drug combination screen with 23,052 pairs across 39 cell lines. Task: Regression. Given two drug SMILES strings and cell line genomic features, predict the synergy score measuring deviation from expected non-interaction effect. (1) Cell line: LOVO. Drug 2: CCC1=CC2CN(C1)Cc1c([nH]c3ccccc13)C(C(=O)OC)(c1cc3c(cc1OC)N(C)C1C(O)(C(=O)OC)C(OC(C)=O)C4(CC)C=CCN5CCC31C54)C2. Synergy scores: synergy=16.1. Drug 1: O=S1(=O)NC2(CN1CC(F)(F)F)C1CCC2Cc2cc(C=CCN3CCC(C(F)(F)F)CC3)ccc2C1. (2) Drug 1: O=C(O)C1(Cc2cccc(Nc3nccs3)n2)CCC(Oc2cccc(Cl)c2F)CC1. Drug 2: CNC(=O)c1cc(Oc2ccc(NC(=O)Nc3ccc(Cl)c(C(F)(F)F)c3)cc2)ccn1. Cell line: OVCAR3. Synergy scores: synergy=-16.2.